From a dataset of Forward reaction prediction with 1.9M reactions from USPTO patents (1976-2016). Predict the product of the given reaction. (1) Given the reactants O.[NH2:2]N.C[N:5](C)[CH:6]=[N:7][C:8]([C:10]1[C:15]([S:16][C:17]2[CH:22]=[CH:21][CH:20]=[CH:19][CH:18]=2)=[CH:14][C:13](=[O:23])[N:12]([C:24]2[CH:29]=[CH:28][CH:27]=[CH:26][CH:25]=2)[N:11]=1)=O, predict the reaction product. The product is: [C:24]1([N:12]2[C:13](=[O:23])[CH:14]=[C:15]([S:16][C:17]3[CH:18]=[CH:19][CH:20]=[CH:21][CH:22]=3)[C:10]([C:8]3[N:7]=[CH:6][NH:5][N:2]=3)=[N:11]2)[CH:29]=[CH:28][CH:27]=[CH:26][CH:25]=1. (2) The product is: [CH3:10][C:9]1[O:8][C:7]([C@@H:11]2[CH2:12][CH2:13][C@@H:14]([CH3:27])[NH:15][CH2:16]2)=[N:6][C:5]=1[C:2]([OH:1])([CH3:4])[CH3:3]. Given the reactants [OH:1][C:2]([C:5]1[N:6]=[C:7]([C@H:11]2[CH2:16][N:15](C(OCC3C=CC=CC=3)=O)[C@@H:14]([CH3:27])[CH2:13][CH2:12]2)[O:8][C:9]=1[CH3:10])([CH3:4])[CH3:3], predict the reaction product.